This data is from NCI-60 drug combinations with 297,098 pairs across 59 cell lines. The task is: Regression. Given two drug SMILES strings and cell line genomic features, predict the synergy score measuring deviation from expected non-interaction effect. (1) Drug 1: C1=CC(=CC=C1CCC2=CNC3=C2C(=O)NC(=N3)N)C(=O)NC(CCC(=O)O)C(=O)O. Drug 2: CC1=C2C(C(=O)C3(C(CC4C(C3C(C(C2(C)C)(CC1OC(=O)C(C(C5=CC=CC=C5)NC(=O)C6=CC=CC=C6)O)O)OC(=O)C7=CC=CC=C7)(CO4)OC(=O)C)O)C)OC(=O)C. Cell line: NCI-H522. Synergy scores: CSS=71.2, Synergy_ZIP=-2.31, Synergy_Bliss=-4.44, Synergy_Loewe=-8.96, Synergy_HSA=-1.57. (2) Drug 1: C1=NC2=C(N1)C(=S)N=C(N2)N. Drug 2: CN1C(=O)N2C=NC(=C2N=N1)C(=O)N. Cell line: DU-145. Synergy scores: CSS=28.8, Synergy_ZIP=2.75, Synergy_Bliss=0.439, Synergy_Loewe=-22.9, Synergy_HSA=-2.40. (3) Drug 1: CCC1=CC2CC(C3=C(CN(C2)C1)C4=CC=CC=C4N3)(C5=C(C=C6C(=C5)C78CCN9C7C(C=CC9)(C(C(C8N6C)(C(=O)OC)O)OC(=O)C)CC)OC)C(=O)OC.C(C(C(=O)O)O)(C(=O)O)O. Drug 2: CC(C)CN1C=NC2=C1C3=CC=CC=C3N=C2N. Cell line: IGROV1. Synergy scores: CSS=29.2, Synergy_ZIP=-9.76, Synergy_Bliss=-4.51, Synergy_Loewe=-16.9, Synergy_HSA=-4.79. (4) Drug 1: C1=NC2=C(N=C(N=C2N1C3C(C(C(O3)CO)O)F)Cl)N. Drug 2: C(CCl)NC(=O)N(CCCl)N=O. Cell line: UO-31. Synergy scores: CSS=5.96, Synergy_ZIP=-1.34, Synergy_Bliss=0.569, Synergy_Loewe=2.96, Synergy_HSA=-1.49. (5) Drug 1: CC1=C2C(C(=O)C3(C(CC4C(C3C(C(C2(C)C)(CC1OC(=O)C(C(C5=CC=CC=C5)NC(=O)OC(C)(C)C)O)O)OC(=O)C6=CC=CC=C6)(CO4)OC(=O)C)O)C)O. Drug 2: CC1CCCC2(C(O2)CC(NC(=O)CC(C(C(=O)C(C1O)C)(C)C)O)C(=CC3=CSC(=N3)C)C)C. Cell line: SK-MEL-5. Synergy scores: CSS=56.1, Synergy_ZIP=3.81, Synergy_Bliss=2.47, Synergy_Loewe=-3.96, Synergy_HSA=4.93. (6) Drug 1: CC(C)NC(=O)C1=CC=C(C=C1)CNNC.Cl. Drug 2: C1CNP(=O)(OC1)N(CCCl)CCCl. Cell line: K-562. Synergy scores: CSS=-10.5, Synergy_ZIP=5.73, Synergy_Bliss=1.32, Synergy_Loewe=-4.72, Synergy_HSA=-5.70. (7) Drug 1: CC12CCC3C(C1CCC2=O)CC(=C)C4=CC(=O)C=CC34C. Drug 2: C1CCC(C(C1)N)N.C(=O)(C(=O)[O-])[O-].[Pt+4]. Cell line: SNB-19. Synergy scores: CSS=47.1, Synergy_ZIP=-3.35, Synergy_Bliss=-1.77, Synergy_Loewe=-14.8, Synergy_HSA=0.228. (8) Drug 1: C1CC(=O)NC(=O)C1N2CC3=C(C2=O)C=CC=C3N. Drug 2: C1=CC(=CC=C1CCCC(=O)O)N(CCCl)CCCl. Cell line: NCI-H322M. Synergy scores: CSS=-2.61, Synergy_ZIP=0.246, Synergy_Bliss=-4.12, Synergy_Loewe=-5.09, Synergy_HSA=-6.47.